This data is from Peptide-MHC class I binding affinity with 185,985 pairs from IEDB/IMGT. The task is: Regression. Given a peptide amino acid sequence and an MHC pseudo amino acid sequence, predict their binding affinity value. This is MHC class I binding data. (1) The peptide sequence is ALVEICTEMEK. The MHC is HLA-B18:01 with pseudo-sequence HLA-B18:01. The binding affinity (normalized) is 0. (2) The peptide sequence is APPHGGIAF. The MHC is HLA-B51:01 with pseudo-sequence HLA-B51:01. The binding affinity (normalized) is 0.0847. (3) The binding affinity (normalized) is 0.474. The peptide sequence is FQCVNQVAL. The MHC is H-2-Db with pseudo-sequence H-2-Db. (4) The peptide sequence is MPSMSRRVF. The MHC is HLA-A02:02 with pseudo-sequence HLA-A02:02. The binding affinity (normalized) is 0.0122.